Dataset: Reaction yield outcomes from USPTO patents with 853,638 reactions. Task: Predict the reaction yield, written as a fraction of the theoretical maximum amount of product (1.0 means a 100% yield; for example, 0.34 means a 34% yield). (1) The reactants are Br[C:2]1[CH:3]=[C:4]2[C:13](=[CH:14][CH:15]=1)[C:12]1[N:8]([CH:9]=[C:10]([C:16]3[N:20]([CH:21]([CH3:23])[CH3:22])[N:19]=[CH:18][N:17]=3)[N:11]=1)[CH2:7][CH2:6][O:5]2.[O:24]1[CH2:29][CH2:28][CH2:27][CH2:26][CH:25]1[N:30]1[C:34](B(O)O)=[CH:33][CH:32]=[N:31]1.C([O-])([O-])=O.[Na+].[Na+]. The catalyst is COCCOC.CCO.O.C1C=CC(P(C2C=CC=CC=2)[C-]2C=CC=C2)=CC=1.C1C=CC(P(C2C=CC=CC=2)[C-]2C=CC=C2)=CC=1.Cl[Pd]Cl.[Fe+2]. The product is [O:24]1[CH2:29][CH2:28][CH2:27][CH2:26][CH:25]1[N:30]1[C:34]([C:2]2[CH:3]=[C:4]3[C:13](=[CH:14][CH:15]=2)[C:12]2[N:8]([CH:9]=[C:10]([C:16]4[N:20]([CH:21]([CH3:23])[CH3:22])[N:19]=[CH:18][N:17]=4)[N:11]=2)[CH2:7][CH2:6][O:5]3)=[CH:33][CH:32]=[N:31]1. The yield is 0.900. (2) The reactants are [NH2:1][C:2]1[CH:7]=[CH:6][C:5]([CH2:8][C:9]([O:11][CH3:12])=[O:10])=[CH:4][C:3]=1[Cl:13].[C:14]1([N:20]=[C:21]=[O:22])[CH:19]=[CH:18][CH:17]=[CH:16][CH:15]=1.CCN(CC)CC. The catalyst is C1COCC1. The product is [Cl:13][C:3]1[CH:4]=[C:5]([CH2:8][C:9]([O:11][CH3:12])=[O:10])[CH:6]=[CH:7][C:2]=1[NH:1][C:21]([NH:20][C:14]1[CH:19]=[CH:18][CH:17]=[CH:16][CH:15]=1)=[O:22]. The yield is 0.860.